Dataset: Catalyst prediction with 721,799 reactions and 888 catalyst types from USPTO. Task: Predict which catalyst facilitates the given reaction. (1) Reactant: [F:1][C@@H:2]([C:13]1[CH:18]=[CH:17][CH:16]=[CH:15][CH:14]=1)[C@H:3]([NH:6][S@@](C(C)(C)C)=O)[CH:4]=[CH2:5].CO.Cl.[O:22](C(OC(C)(C)C)=O)[C:23]([O:25][C:26]([CH3:29])([CH3:28])[CH3:27])=O. Product: [F:1][C@@H:2]([C:13]1[CH:14]=[CH:15][CH:16]=[CH:17][CH:18]=1)[C@H:3]([NH:6][C:23](=[O:22])[O:25][C:26]([CH3:29])([CH3:28])[CH3:27])[CH:4]=[CH2:5]. The catalyst class is: 2. (2) Reactant: [NH2:1][C@@:2]([C:8]1[C:13]([F:14])=[C:12]([Si:15]([CH2:20][CH3:21])([CH2:18][CH3:19])[CH2:16][CH3:17])[CH:11]=[C:10]([Br:22])[N:9]=1)([CH:5]([F:7])[F:6])[CH2:3][OH:4].C(=O)([O-])[O-].[Na+].[Na+].[Cl:29][CH2:30][C:31](Cl)=[O:32]. Product: [Br:22][C:10]1[N:9]=[C:8]([C@@:2]([NH:1][C:31](=[O:32])[CH2:30][Cl:29])([CH2:3][OH:4])[CH:5]([F:6])[F:7])[C:13]([F:14])=[C:12]([Si:15]([CH2:20][CH3:21])([CH2:18][CH3:19])[CH2:16][CH3:17])[CH:11]=1. The catalyst class is: 4. (3) Reactant: Cl.[C:2]1([C:8]2[CH:13]=[C:12]([CH3:14])[CH:11]=[CH:10][N:9]=2)[CH:7]=[CH:6][CH:5]=[CH:4][CH:3]=1.[CH3:15][N:16]([CH3:25])[C:17]1[CH:24]=[CH:23][C:20]([CH:21]=O)=[CH:19][CH:18]=1.C(O[K])(C)(C)C.O. Product: [C:2]1([C:8]2[CH:13]=[C:12]([CH:14]=[CH:21][C:20]3[CH:23]=[CH:24][C:17]([N:16]([CH3:25])[CH3:15])=[CH:18][CH:19]=3)[CH:11]=[CH:10][N:9]=2)[CH:7]=[CH:6][CH:5]=[CH:4][CH:3]=1. The catalyst class is: 3. (4) Reactant: Cl.[CH:2]1([C:8]2[C:16]3[C:11](=[CH:12][C:13]([C:17]([O:19][CH3:20])=[O:18])=[CH:14][CH:15]=3)[NH:10][C:9]=2[C:21]2[CH:26]=[CH:25][C:24]([O:27][CH3:28])=[CH:23][C:22]=2[O:29]COC)[CH2:7][CH2:6][CH2:5][CH2:4][CH2:3]1. Product: [CH:2]1([C:8]2[C:16]3[C:11](=[CH:12][C:13]([C:17]([O:19][CH3:20])=[O:18])=[CH:14][CH:15]=3)[NH:10][C:9]=2[C:21]2[CH:26]=[CH:25][C:24]([O:27][CH3:28])=[CH:23][C:22]=2[OH:29])[CH2:7][CH2:6][CH2:5][CH2:4][CH2:3]1. The catalyst class is: 5.